Dataset: Full USPTO retrosynthesis dataset with 1.9M reactions from patents (1976-2016). Task: Predict the reactants needed to synthesize the given product. (1) Given the product [Cl:1][C:2]1[CH:3]=[C:4]2[N:25]=[C:24]([O:26][C@H:27]3[C@H:31]4[O:32][CH2:33][C@@H:34]([OH:35])[C@H:30]4[O:29][CH2:28]3)[N:23]([CH2:36][O:37][CH2:38][CH2:39][Si:40]([CH3:43])([CH3:42])[CH3:41])[C:5]2=[N:6][C:7]=1[C:8]1[CH:9]=[CH:10][C:11]([C:45]2[CH:50]=[CH:49][C:48]([CH2:51][N:52]=[S:53]([CH3:60])(=[O:59])[N:54]3[CH2:58][CH2:57][CH2:56][CH2:55]3)=[CH:47][CH:46]=2)=[CH:12][CH:13]=1, predict the reactants needed to synthesize it. The reactants are: [Cl:1][C:2]1[CH:3]=[C:4]2[N:25]=[C:24]([O:26][C@H:27]3[C@H:31]4[O:32][CH2:33][C@@H:34]([OH:35])[C@H:30]4[O:29][CH2:28]3)[N:23]([CH2:36][O:37][CH2:38][CH2:39][Si:40]([CH3:43])([CH3:42])[CH3:41])[C:5]2=[N:6][C:7]=1[C:8]1[CH:13]=[CH:12][C:11](B2OC(C)(C)C(C)(C)O2)=[CH:10][CH:9]=1.Br[C:45]1[CH:50]=[CH:49][C:48]([CH2:51][N:52]=[S:53]([CH3:60])(=[O:59])[N:54]2[CH2:58][CH2:57][CH2:56][CH2:55]2)=[CH:47][CH:46]=1. (2) Given the product [CH3:19][O:20][C:21]1[CH:22]=[C:23]([S:27][C:2]2[CH:18]=[CH:17][C:5]3[S:6][C:7]([C:10]4[CH:15]=[CH:14][N:13]=[C:12]([NH2:16])[N:11]=4)=[C:8]([CH3:9])[C:4]=3[CH:3]=2)[CH:24]=[CH:25][CH:26]=1, predict the reactants needed to synthesize it. The reactants are: Br[C:2]1[CH:18]=[CH:17][C:5]2[S:6][C:7]([C:10]3[CH:15]=[CH:14][N:13]=[C:12]([NH2:16])[N:11]=3)=[C:8]([CH3:9])[C:4]=2[CH:3]=1.[CH3:19][O:20][C:21]1[CH:22]=[C:23]([SH:27])[CH:24]=[CH:25][CH:26]=1.C(N)C.CC1(C)C2C(=C(P(C3C=CC=CC=3)C3C=CC=CC=3)C=CC=2)OC2C(P(C3C=CC=CC=3)C3C=CC=CC=3)=CC=CC1=2. (3) Given the product [O:1]1[C:5]2[C:4](=[CH:9][CH:8]=[CH:7][CH:6]=2)[CH:3]=[CH:2][CH2:10]1, predict the reactants needed to synthesize it. The reactants are: [O:1]1[C:5]2[CH:6]=[CH:7][CH:8]=[CH:9][C:4]=2[CH:3]=[CH:2]1.[CH3:10]S(C)=O.C1(=O)C=CC(=O)C=C1.